This data is from Catalyst prediction with 721,799 reactions and 888 catalyst types from USPTO. The task is: Predict which catalyst facilitates the given reaction. (1) Reactant: [CH2:1]([N:3]([CH2:20][CH3:21])[CH2:4][CH2:5][N:6]1[CH2:12][CH2:11][CH2:10][C:9]2[NH:13][C:14]([CH:17]=O)=[C:15]([CH3:16])[C:8]=2[C:7]1=[O:19])[CH3:2].[F:22][C:23]1[CH:28]=[CH:27][C:26]([CH2:29][S:30]([C:33]2[CH:34]=[C:35]3[C:39](=[CH:40][CH:41]=2)[NH:38][C:37](=[O:42])[CH2:36]3)(=[O:32])=[O:31])=[CH:25][CH:24]=1.N1CCCCC1. Product: [F:22][C:23]1[CH:24]=[CH:25][C:26]([CH2:29][S:30]([C:33]2[CH:34]=[C:35]3[C:39](=[CH:40][CH:41]=2)[NH:38][C:37](=[O:42])/[C:36]/3=[CH:17]\[C:14]2[NH:13][C:9]3[CH2:10][CH2:11][CH2:12][N:6]([CH2:5][CH2:4][N:3]([CH2:20][CH3:21])[CH2:1][CH3:2])[C:7](=[O:19])[C:8]=3[C:15]=2[CH3:16])(=[O:32])=[O:31])=[CH:27][CH:28]=1. The catalyst class is: 8. (2) Reactant: [OH:1][C:2]1[CH:22]=[CH:21][C:20]([I:23])=[CH:19][C:3]=1[C:4]([N:6]1[CH2:11][CH2:10][N:9]([C:12]([O:14][C:15]([CH3:18])([CH3:17])[CH3:16])=[O:13])[CH2:8][CH2:7]1)=[O:5].[OH-].[K+].Cl[CH:27]([F:29])[F:28]. Product: [F:28][CH:27]([F:29])[O:1][C:2]1[CH:22]=[CH:21][C:20]([I:23])=[CH:19][C:3]=1[C:4]([N:6]1[CH2:7][CH2:8][N:9]([C:12]([O:14][C:15]([CH3:18])([CH3:17])[CH3:16])=[O:13])[CH2:10][CH2:11]1)=[O:5]. The catalyst class is: 41. (3) Reactant: [H-].[H-].[H-].[H-].[Li+].[Al+3].C[O:8][C:9](=O)[C:10]1[C:11](=[CH:16][C:17]([F:24])=[C:18]([C:20]([F:23])([F:22])[F:21])[CH:19]=1)[C:12](OC)=[O:13]. Product: [F:24][C:17]1[C:18]([C:20]([F:23])([F:22])[F:21])=[CH:19][C:10]([CH2:9][OH:8])=[C:11]([CH2:12][OH:13])[CH:16]=1. The catalyst class is: 1. (4) Reactant: [CH2:1]([O:3][C:4]([C@H:6]1[CH2:9][C@H:8]([CH2:10][NH:11]C(OCC2C=CC=CC=2)=O)[CH2:7]1)=[O:5])[CH3:2]. Product: [CH2:1]([O:3][C:4]([C@H:6]1[CH2:7][C@H:8]([CH2:10][NH2:11])[CH2:9]1)=[O:5])[CH3:2]. The catalyst class is: 29. (5) Reactant: F[C:2]1[CH:7]=[CH:6][C:5]([N+:8]([O-:10])=[O:9])=[C:4]([O:11][CH3:12])[CH:3]=1.[CH3:13][N:14]1[CH2:20][CH2:19][CH2:18][NH:17][CH2:16][CH2:15]1.C(=O)([O-])[O-].[K+].[K+]. Product: [CH3:13][N:14]1[CH2:20][CH2:19][CH2:18][N:17]([C:2]2[CH:7]=[CH:6][C:5]([N+:8]([O-:10])=[O:9])=[C:4]([O:11][CH3:12])[CH:3]=2)[CH2:16][CH2:15]1. The catalyst class is: 148. (6) Reactant: I[C:2]1[CH:7]=[CH:6][CH:5]=[CH:4][C:3]=1[CH:8]([CH3:12])[C:9]([NH2:11])=[O:10].[C:13]([Si:15]([CH2:20][CH3:21])([CH2:18][CH3:19])[CH2:16][CH3:17])#[CH:14].F[B-](F)(F)F.C([PH+](C(C)(C)C)C(C)(C)C)(C)(C)C. Product: [CH2:16]([Si:15]([C:13]#[C:14][C:2]1[CH:7]=[CH:6][CH:5]=[CH:4][C:3]=1[CH:8]([CH3:12])[C:9]([NH2:11])=[O:10])([CH2:20][CH3:21])[CH2:18][CH3:19])[CH3:17]. The catalyst class is: 538. (7) Reactant: [Br:1][C:2]1[CH:11]=[C:10]2[C:5]([C:6](=[O:17])[C:7]([C:12]([O:14][CH2:15][CH3:16])=[O:13])=[CH:8][NH:9]2)=[CH:4][CH:3]=1.C(=O)([O-])[O-].[K+].[K+].Cl[CH2:25][C:26]1[N:30]=[C:29]([CH3:31])[O:28][N:27]=1. Product: [Br:1][C:2]1[CH:11]=[C:10]2[C:5]([C:6](=[O:17])[C:7]([C:12]([O:14][CH2:15][CH3:16])=[O:13])=[CH:8][N:9]2[CH2:25][C:26]2[N:30]=[C:29]([CH3:31])[O:28][N:27]=2)=[CH:4][CH:3]=1. The catalyst class is: 9. (8) Reactant: [N-:1]=[N+:2]=[N-:3].[Na+].[F:5][C:6]1[CH:11]=[CH:10][C:9](/[CH:12]=[CH:13]/[N+]([O-])=O)=[CH:8][CH:7]=1. Product: [F:5][C:6]1[CH:11]=[CH:10][C:9]([C:12]2[N:1]=[N:2][NH:3][CH:13]=2)=[CH:8][CH:7]=1. The catalyst class is: 16. (9) Reactant: [NH2:1][C:2]1[CH:7]=[CH:6][C:5]([OH:8])=[CH:4][C:3]=1[N+:9]([O-:11])=[O:10].CN(C=O)C.N1C=CN=C1.[Si:22](Cl)([C:25]([CH3:28])([CH3:27])[CH3:26])([CH3:24])[CH3:23]. The catalyst class is: 25. Product: [N+:9]([C:3]1[CH:4]=[C:5]([O:8][Si:22]([CH3:24])([CH3:23])[C:25]([CH3:28])([CH3:27])[CH3:26])[CH:6]=[CH:7][C:2]=1[NH2:1])([O-:11])=[O:10]. (10) Reactant: Cl[C:2]1[CH:3]=[CH:4][C:5]2[C:15]3[C:10](=[CH:11][N:12]=[CH:13][CH:14]=3)[CH2:9][O:8][C:6]=2[CH:7]=1.[OH:16][CH2:17][C@@H:18]([N:23]1[C:31](=[O:32])[C:30]2[C:25](=[CH:26][CH:27]=[CH:28][CH:29]=2)[C:24]1=[O:33])[CH2:19][CH:20]([CH3:22])[CH3:21].C(P(C(C)(C)C)C1C=CC=CC=1C1C(C(C)C)=CC(C(C)C)=CC=1C(C)C)(C)(C)C.C(=O)([O-])[O-].[Cs+].[Cs+]. Product: [CH:14]1[CH:13]=[N:12][CH:11]=[C:10]2[CH2:9][O:8][C:6]3[CH:7]=[C:2]([O:16][CH2:17][C@@H:18]([N:23]4[C:24](=[O:33])[C:25]5[C:30](=[CH:29][CH:28]=[CH:27][CH:26]=5)[C:31]4=[O:32])[CH2:19][CH:20]([CH3:22])[CH3:21])[CH:3]=[CH:4][C:5]=3[C:15]=12. The catalyst class is: 164.